This data is from Full USPTO retrosynthesis dataset with 1.9M reactions from patents (1976-2016). The task is: Predict the reactants needed to synthesize the given product. (1) Given the product [CH:29]1([N:16]([CH2:15][C:12]2[CH:13]=[CH:14][C:9]([C:6]3[CH:5]=[CH:4][C:3]([C:2]([F:1])([F:27])[F:28])=[CH:8][CH:7]=3)=[CH:10][CH:11]=2)[C:17]2[CH:26]=[CH:25][C:20]([C:21]([O:23][CH3:24])=[O:22])=[CH:19][N:18]=2)[CH2:31][CH2:30]1, predict the reactants needed to synthesize it. The reactants are: [F:1][C:2]([F:28])([F:27])[C:3]1[CH:8]=[CH:7][C:6]([C:9]2[CH:14]=[CH:13][C:12]([CH:15]=[N:16][C:17]3[CH:26]=[CH:25][C:20]([C:21]([O:23][CH3:24])=[O:22])=[CH:19][N:18]=3)=[CH:11][CH:10]=2)=[CH:5][CH:4]=1.[CH:29]1([Mg]Br)[CH2:31][CH2:30]1. (2) Given the product [CH3:19][O:20][C:21]1[CH:28]=[CH:27][C:24]([CH2:25][O:9][C:6]2[CH:7]=[CH:8][C:3]([CH2:2][OH:1])=[CH:4][C:5]=2[N+:10]([O-:12])=[O:11])=[CH:23][CH:22]=1, predict the reactants needed to synthesize it. The reactants are: [OH:1][CH2:2][C:3]1[CH:8]=[CH:7][C:6]([OH:9])=[C:5]([N+:10]([O-:12])=[O:11])[CH:4]=1.C(=O)([O-])[O-].[Cs+].[Cs+].[CH3:19][O:20][C:21]1[CH:28]=[CH:27][C:24]([CH2:25]Cl)=[CH:23][CH:22]=1. (3) Given the product [C:20]([O:19][C:17]([N:13]1[CH2:14][CH2:15][CH2:16][CH:11]([CH2:10][NH2:9])[CH2:12]1)=[O:18])([CH3:23])([CH3:22])[CH3:21], predict the reactants needed to synthesize it. The reactants are: C(=O)C1C=CC=CC=1.[NH2:9][CH2:10][CH:11]1[CH2:16][CH2:15][CH2:14][NH:13][CH2:12]1.[C:17](O[C:17]([O:19][C:20]([CH3:23])([CH3:22])[CH3:21])=[O:18])([O:19][C:20]([CH3:23])([CH3:22])[CH3:21])=[O:18].